This data is from Full USPTO retrosynthesis dataset with 1.9M reactions from patents (1976-2016). The task is: Predict the reactants needed to synthesize the given product. (1) The reactants are: Br[C:2]1[CH:9]=[CH:8][C:5]([C:6]#[N:7])=[C:4]([F:10])[CH:3]=1.C(=O)([O-])[O-].[Cs+].[Cs+].CC1(C)C2C=CC=C(P(C3C=CC=CC=3)C3C=CC=CC=3)C=2OC2C1=CC=CC=2P(C1C=CC=CC=1)C1C=CC=CC=1.[CH2:59]([O:66][C:67]1[CH:68]=[C:69]([C:73]2[C:85]3[C:84]4[C:79](=[CH:80][CH:81]=[CH:82][CH:83]=4)[NH:78][C:77]=3[CH:76]=[CH:75][CH:74]=2)[CH:70]=[N:71][CH:72]=1)[C:60]1[CH:65]=[CH:64][CH:63]=[CH:62][CH:61]=1. Given the product [CH2:59]([O:66][C:67]1[CH:68]=[C:69]([C:73]2[C:85]3[C:84]4[C:79](=[CH:80][CH:81]=[CH:82][CH:83]=4)[N:78]([C:2]4[CH:9]=[CH:8][C:5]([C:6]#[N:7])=[C:4]([F:10])[CH:3]=4)[C:77]=3[CH:76]=[CH:75][CH:74]=2)[CH:70]=[N:71][CH:72]=1)[C:60]1[CH:65]=[CH:64][CH:63]=[CH:62][CH:61]=1, predict the reactants needed to synthesize it. (2) Given the product [CH2:7]([O:9][C:10]([C:12]1([CH3:18])[CH2:17][CH2:16][N:15]([CH2:43][C:40]2[CH:39]=[CH:38][C:37]([C:34]3[N:33]=[C:32]([C:22]4[CH:23]=[CH:24][C:25]([CH:26]5[CH2:31][CH2:30][CH2:29][CH2:28][CH2:27]5)=[C:20]([Cl:19])[CH:21]=4)[O:36][N:35]=3)=[CH:42][CH:41]=2)[CH2:14][CH2:13]1)=[O:11])[CH3:8], predict the reactants needed to synthesize it. The reactants are: C(=O)([O-])[O-].[K+].[K+].[CH2:7]([O:9][C:10]([C:12]1([CH3:18])[CH2:17][CH2:16][NH:15][CH2:14][CH2:13]1)=[O:11])[CH3:8].[Cl:19][C:20]1[CH:21]=[C:22]([C:32]2[O:36][N:35]=[C:34]([C:37]3[CH:42]=[CH:41][C:40]([CH2:43]Cl)=[CH:39][CH:38]=3)[N:33]=2)[CH:23]=[CH:24][C:25]=1[CH:26]1[CH2:31][CH2:30][CH2:29][CH2:28][CH2:27]1. (3) Given the product [ClH:37].[ClH:37].[NH2:1][C:2]1[C:3]([CH3:36])=[CH:4][C:5]([O:6][C:7]2[CH:8]=[CH:9][C:10]3[N:14]=[C:13]([CH2:15][O:16][C:17]4[CH:18]=[CH:19][C:20]([CH2:21][CH:22]5[S:26][C:25](=[O:27])[NH:24][C:23]5=[O:28])=[CH:29][CH:30]=4)[N:12]([CH3:31])[C:11]=3[CH:32]=2)=[CH:33][C:34]=1[CH3:35], predict the reactants needed to synthesize it. The reactants are: [NH2:1][C:2]1[C:34]([CH3:35])=[CH:33][C:5]([O:6][C:7]2[CH:8]=[CH:9][C:10]3[N:14]=[C:13]([CH2:15][O:16][C:17]4[CH:30]=[CH:29][C:20]([CH2:21][CH:22]5[S:26][C:25](=[O:27])[NH:24][C:23]5=[O:28])=[CH:19][CH:18]=4)[N:12]([CH3:31])[C:11]=3[CH:32]=2)=[CH:4][C:3]=1[CH3:36].[ClH:37]. (4) The reactants are: C(OC([N:8]([O:26]C(OC(C)(C)C)=O)[C:9]1([C:20]2[CH:25]=[CH:24][CH:23]=[CH:22][CH:21]=2)[C:13](=[O:14])[N:12]([CH3:15])[N:11]=[C:10]1[C:16]([CH3:19])([CH3:18])[CH3:17])=O)(C)(C)C.C(O)(C(F)(F)F)=O. Given the product [C:16]([C:10]1[C:9]([NH:8][OH:26])([C:20]2[CH:21]=[CH:22][CH:23]=[CH:24][CH:25]=2)[C:13](=[O:14])[N:12]([CH3:15])[N:11]=1)([CH3:19])([CH3:17])[CH3:18], predict the reactants needed to synthesize it.